Dataset: Forward reaction prediction with 1.9M reactions from USPTO patents (1976-2016). Task: Predict the product of the given reaction. (1) Given the reactants C(O[C:6]([N:8]1[CH2:13][CH2:12][CH:11]([N:14]2[CH:20]=[C:19]([C:21](=[O:27])[N:22]([CH2:25][CH3:26])[CH2:23][CH3:24])[CH2:18][CH2:17][CH2:16][CH2:15]2)[CH2:10][CH2:9]1)=[O:7])(C)(C)C.C(N(CC)C(C)C)(C)C.[CH:37]1[C:50]2[C:41](=[CH:42][C:43]3[C:48]([C:49]=2C(Cl)=O)=[CH:47][CH:46]=[CH:45][CH:44]=3)[CH:40]=[CH:39][CH:38]=1.ClCCl.CO, predict the reaction product. The product is: [CH2:23]([N:22]([CH2:25][CH3:26])[C:21]([CH:19]1[CH2:18][CH2:17][CH2:16][CH2:15][N:14]([CH:11]2[CH2:10][CH2:9][N:8]([C:6]([C:42]3[C:43]4[C:48]([CH:49]=[C:50]5[C:41]=3[CH:40]=[CH:39][CH:38]=[CH:37]5)=[CH:47][CH:46]=[CH:45][CH:44]=4)=[O:7])[CH2:13][CH2:12]2)[CH2:20]1)=[O:27])[CH3:24]. (2) Given the reactants [Cl:1][C:2]1[C:3]2[S:10][C:9]([C:11]#[C:12][Si](C)(C)C)=[CH:8][C:4]=2[N:5]=[CH:6][N:7]=1.[F-].C([N+](CCCC)(CCCC)CCCC)CCC, predict the reaction product. The product is: [Cl:1][C:2]1[C:3]2[S:10][C:9]([C:11]#[CH:12])=[CH:8][C:4]=2[N:5]=[CH:6][N:7]=1. (3) Given the reactants [CH2:1]([O:3][C:4]1[CH:5]=[C:6]([C:13]2[O:17][N:16]=[C:15]([C:18]3[CH:19]=[CH:20][C:21]4[O:25][C:24](C=O)=[CH:23][C:22]=4[CH:28]=3)[N:14]=2)[CH:7]=[CH:8][C:9]=1[O:10][CH2:11][CH3:12])[CH3:2].C[CH2:30][N:31]([CH:35](C)C)[CH:32]([CH3:34])C.[BH-]([O:47][C:48](C)=[O:49])(OC(C)=O)OC(C)=O.[Na+].[CH3:52]C(O)=O, predict the reaction product. The product is: [CH2:1]([O:3][C:4]1[CH:5]=[C:6]([C:13]2[O:17][N:16]=[C:15]([C:18]3[CH:19]=[CH:20][C:21]4[O:25][C:24]([CH2:35][N:31]5[CH2:30][CH:34]([C:48]([O:47][CH3:52])=[O:49])[CH2:32]5)=[CH:23][C:22]=4[CH:28]=3)[N:14]=2)[CH:7]=[CH:8][C:9]=1[O:10][CH2:11][CH3:12])[CH3:2]. (4) The product is: [F:8][C:4]1[CH:5]=[CH:6][CH:7]=[C:2]([F:1])[C:3]=1[CH2:9][N:10]1[CH:14]=[C:13]([N:15]2[CH2:16][CH2:17][O:18][C:27]2=[O:29])[N:12]=[N:11]1.[C:30](=[O:36])([OH:29])[NH2:21]. Given the reactants [F:1][C:2]1[CH:7]=[CH:6][CH:5]=[C:4]([F:8])[C:3]=1[CH2:9][N:10]1[CH:14]=[C:13]([NH:15][CH2:16][CH2:17][OH:18])[N:12]=[N:11]1.C([N:21](CC)CC)C.Cl[C:27](Cl)([O:29][C:30](=[O:36])OC(Cl)(Cl)Cl)Cl, predict the reaction product. (5) Given the reactants [Br:1][C:2]1[CH:7]=[CH:6][C:5]([C@H:8]2[CH2:13][C@@H:12]([C:14]([F:17])([F:16])[F:15])[N:11]3[N:18]=[CH:19][C:20]([C:21](O)=[O:22])=[C:10]3[NH:9]2)=[CH:4][CH:3]=1.CN(C(ON1N=NC2C=CC=NC1=2)=[N+](C)C)C.F[P-](F)(F)(F)(F)F.C(N(CC)C(C)C)(C)C.[CH2:57]([NH2:67])[C:58]1[CH:66]=[CH:65][C:64]2[O:63][CH2:62][O:61][C:60]=2[CH:59]=1, predict the reaction product. The product is: [O:63]1[C:64]2[CH:65]=[CH:66][C:58]([CH2:57][NH:67][C:21]([C:20]3[CH:19]=[N:18][N:11]4[C@H:12]([C:14]([F:15])([F:16])[F:17])[CH2:13][C@H:8]([C:5]5[CH:4]=[CH:3][C:2]([Br:1])=[CH:7][CH:6]=5)[NH:9][C:10]=34)=[O:22])=[CH:59][C:60]=2[O:61][CH2:62]1. (6) Given the reactants C(Cl)(=O)C(Cl)=O.[F:7][C:8]1[CH:16]=[CH:15][C:14]([N+:17]([O-])=O)=[CH:13][C:9]=1[C:10]([OH:12])=O.CN(C=O)C.[NH2:25][C:26]1[CH:31]=[CH:30][CH:29]=[CH:28][CH:27]=1, predict the reaction product. The product is: [NH2:17][C:14]1[CH:15]=[CH:16][C:8]([F:7])=[C:9]([CH:13]=1)[C:10]([NH:25][C:26]1[CH:31]=[CH:30][CH:29]=[CH:28][CH:27]=1)=[O:12]. (7) Given the reactants CC1C=C(C=C(C)C=1O)C#N.[C:12]([O:16][C:17](=[O:33])[CH2:18][CH2:19][C:20]1[C:25]([CH3:26])=[CH:24][C:23]([C:27](=[NH:30])[NH:28][OH:29])=[CH:22][C:21]=1[CH2:31]C)([CH3:15])([CH3:14])[CH3:13], predict the reaction product. The product is: [C:12]([O:16][C:17](=[O:33])[CH2:18][CH2:19][C:20]1[C:21]([CH3:31])=[CH:22][C:23]([C:27](=[NH:30])[NH:28][OH:29])=[CH:24][C:25]=1[CH3:26])([CH3:15])([CH3:14])[CH3:13]. (8) Given the reactants [Cl:1][C:2]1[S:6][C:5]([C:7]([NH:9][CH2:10][CH2:11][C:12]([OH:14])=O)=[O:8])=[CH:4][CH:3]=1.[CH3:15][O:16][C:17](=[O:32])[C:18]1[CH:23]=[C:22]([NH2:24])[CH:21]=[CH:20][C:19]=1[N:25]1[CH2:30][CH2:29][O:28][CH2:27][C:26]1=[O:31].[B-](F)(F)(F)F.CCOC(C(C#N)=NOC(N(C)C)=[N+](C)C)=O.C(N(CC)CC)C, predict the reaction product. The product is: [CH3:15][O:16][C:17](=[O:32])[C:18]1[CH:23]=[C:22]([NH:24][C:12](=[O:14])[CH2:11][CH2:10][NH:9][C:7]([C:5]2[S:6][C:2]([Cl:1])=[CH:3][CH:4]=2)=[O:8])[CH:21]=[CH:20][C:19]=1[N:25]1[CH2:30][CH2:29][O:28][CH2:27][C:26]1=[O:31].